Dataset: Full USPTO retrosynthesis dataset with 1.9M reactions from patents (1976-2016). Task: Predict the reactants needed to synthesize the given product. The reactants are: [N:1]1[C:10]2[C:5](=[CH:6][CH:7]=[CH:8][CH:9]=2)[CH:4]=[C:3]([CH2:11][NH2:12])[CH:2]=1.[Cl:13][C:14]1[C:22]([C:23]([F:26])([F:25])[F:24])=[CH:21][CH:20]=[CH:19][C:15]=1[C:16](O)=[O:17].BrC1C(Cl)=C(C=CC=1)C(O)=O. Given the product [Cl:13][C:14]1[C:22]([C:23]([F:24])([F:25])[F:26])=[CH:21][CH:20]=[CH:19][C:15]=1[C:16]([NH:12][CH2:11][C:3]1[CH:2]=[N:1][C:10]2[C:5]([CH:4]=1)=[CH:6][CH:7]=[CH:8][CH:9]=2)=[O:17], predict the reactants needed to synthesize it.